Dataset: Catalyst prediction with 721,799 reactions and 888 catalyst types from USPTO. Task: Predict which catalyst facilitates the given reaction. Reactant: [OH:1][C:2]1[CH:7]=[CH:6][CH:5]=[C:4]([OH:8])[C:3]=1[C:9](=[O:11])[CH3:10].C(=O)([O-])[O-].[K+].[K+].[F:18][C:19]1[CH:26]=[CH:25][C:22]([CH2:23]Br)=[CH:21][CH:20]=1.Cl. Product: [F:18][C:19]1[CH:26]=[CH:25][C:22]([CH2:23][O:1][C:2]2[CH:7]=[CH:6][CH:5]=[C:4]([OH:8])[C:3]=2[C:9](=[O:11])[CH3:10])=[CH:21][CH:20]=1. The catalyst class is: 18.